From a dataset of Full USPTO retrosynthesis dataset with 1.9M reactions from patents (1976-2016). Predict the reactants needed to synthesize the given product. The reactants are: C(N(C(C)C)CC)(C)C.CN(C(ON1N=NC2C=CC=NC1=2)=[N+](C)C)C.F[P-](F)(F)(F)(F)F.[Cl:34][C:35]1[C:39]([Cl:40])=[C:38]([CH3:41])[NH:37][C:36]=1[C:42](NC1CCN(C2C=C(C3N=CON=3)C=C(Cl)N=2)CC1)=[O:43].Cl.[NH2:64][CH:65]1[CH2:70][CH2:69][N:68]([C:71]2[N:76]=[C:75]([S:77][CH3:78])[N:74]=[C:73]([NH2:79])[CH:72]=2)[CH2:67][CH2:66]1. Given the product [NH2:79][C:73]1[N:74]=[C:75]([S:77][CH3:78])[N:76]=[C:71]([N:68]2[CH2:69][CH2:70][CH:65]([NH:64][C:42]([C:36]3[NH:37][C:38]([CH3:41])=[C:39]([Cl:40])[C:35]=3[Cl:34])=[O:43])[CH2:66][CH2:67]2)[CH:72]=1, predict the reactants needed to synthesize it.